Predict the product of the given reaction. From a dataset of Forward reaction prediction with 1.9M reactions from USPTO patents (1976-2016). (1) The product is: [CH3:31][O:30][C:25](=[O:29])[C:26]([C:37]1[CH:38]=[CH:33][CH:34]=[C:35]([CH:39]2[O:40][CH2:41][CH2:42][O:43]2)[CH:36]=1)([CH3:28])[CH3:27]. Given the reactants C1(NC2CCCCC2)CCCCC1.[Li]CCCC.CCCCCC.[C:25]([O:30][CH3:31])(=[O:29])[CH:26]([CH3:28])[CH3:27].Br[C:33]1[CH:34]=[C:35]([CH:39]2[O:43][CH2:42][CH2:41][O:40]2)[CH:36]=[CH:37][CH:38]=1.P(C(C)(C)C)(C(C)(C)C)C(C)(C)C, predict the reaction product. (2) Given the reactants [NH:1]1[CH2:6][CH2:5][CH2:4][CH2:3][C:2]1=[O:7].Br[C:9]1[N:14]=[CH:13][C:12]([C:15]([N:17]2[CH2:22][CH2:21][N:20]([C:23]3[C:28]([CH3:29])=[CH:27][C:26]([CH:30]4[CH2:32][CH2:31]4)=[CH:25][N:24]=3)[CH2:19][CH2:18]2)=[O:16])=[CH:11][CH:10]=1, predict the reaction product. The product is: [CH:30]1([C:26]2[CH:27]=[C:28]([CH3:29])[C:23]([N:20]3[CH2:21][CH2:22][N:17]([C:15]([C:12]4[CH:11]=[CH:10][C:9]([N:1]5[CH2:6][CH2:5][CH2:4][CH2:3][C:2]5=[O:7])=[N:14][CH:13]=4)=[O:16])[CH2:18][CH2:19]3)=[N:24][CH:25]=2)[CH2:31][CH2:32]1. (3) Given the reactants O[C@@H:2]1[CH2:7][CH2:6][CH2:5][CH2:4][C@H:3]1[C:8]([O:10]CC)=[O:9].B(F)(F)F.[CH3:17][O:18][C:19]1[CH:20]=[C:21]([CH2:27][CH2:28][O:29]/[C:30](=N/[H])/[C:31](Cl)(Cl)Cl)[CH:22]=[CH:23][C:24]=1[O:25][CH3:26], predict the reaction product. The product is: [CH2:4]([C@@:3]1([C:8]([OH:10])=[O:9])[CH2:2][CH2:7][CH2:6][CH2:31][C@H:30]1[O:29][CH2:28][CH2:27][C:21]1[CH:22]=[CH:23][C:24]([O:25][CH3:26])=[C:19]([O:18][CH3:17])[CH:20]=1)[CH3:5]. (4) Given the reactants [CH3:1][O:2][C:3]1[C:12]2[C:7](=[CH:8][CH:9]=[CH:10][CH:11]=2)[CH:6]=[C:5]([CH2:13][O:14][C@H:15]2[CH2:20][NH:19][CH2:18][C@@H:17]([O:21][CH2:22][C@H:23]([OH:26])[CH2:24][OH:25])[C@@H:16]2[C:27]2[CH:32]=[CH:31][C:30]([O:33][CH2:34][CH2:35][CH2:36][O:37][C:38]3[CH:43]=[CH:42][CH:41]=[CH:40][C:39]=3[N+:44]([O-:46])=[O:45])=[CH:29][CH:28]=2)[CH:4]=1.[C:47]([O:51][C:52](O[C:52]([O:51][C:47]([CH3:50])([CH3:49])[CH3:48])=[O:53])=[O:53])([CH3:50])([CH3:49])[CH3:48], predict the reaction product. The product is: [C:47]([O:51][C:52]([N:19]1[CH2:20][C@H:15]([O:14][CH2:13][C:5]2[CH:4]=[C:3]([O:2][CH3:1])[C:12]3[C:7](=[CH:8][CH:9]=[CH:10][CH:11]=3)[CH:6]=2)[C@@H:16]([C:27]2[CH:32]=[CH:31][C:30]([O:33][CH2:34][CH2:35][CH2:36][O:37][C:38]3[CH:43]=[CH:42][CH:41]=[CH:40][C:39]=3[N+:44]([O-:46])=[O:45])=[CH:29][CH:28]=2)[C@H:17]([O:21][CH2:22][C@H:23]([OH:26])[CH2:24][OH:25])[CH2:18]1)=[O:53])([CH3:50])([CH3:49])[CH3:48]. (5) Given the reactants C1(CCCC[O:11][C:12](=[O:29])[CH2:13][CH2:14][CH2:15][CH2:16][CH2:17][O:18][CH2:19][CH2:20][CH2:21][CH2:22][C:23]2[CH:28]=[CH:27][CH:26]=[CH:25][CH:24]=2)C=CC=CC=1.[OH-].[Na+], predict the reaction product. The product is: [C:23]1([CH2:22][CH2:21][CH2:20][CH2:19][O:18][CH2:17][CH2:16][CH2:15][CH2:14][CH2:13][C:12]([OH:29])=[O:11])[CH:28]=[CH:27][CH:26]=[CH:25][CH:24]=1. (6) Given the reactants Cl.Cl.[Cl:3][C:4]1[C:5]([F:30])=[C:6]([NH:10][C:11]2[C:20]3[C:15](=[CH:16][C:17]([O:23][C@H:24]4[CH2:29][CH2:28][CH2:27][NH:26][CH2:25]4)=[C:18]([O:21][CH3:22])[CH:19]=3)[N:14]=[CH:13][N:12]=2)[CH:7]=[CH:8][CH:9]=1.[C:31](O)(=[O:34])[CH2:32][OH:33], predict the reaction product. The product is: [Cl:3][C:4]1[C:5]([F:30])=[C:6]([CH:7]=[CH:8][CH:9]=1)[NH:10][C:11]1[C:20]2[C:15](=[CH:16][C:17]([O:23][C@H:24]3[CH2:29][CH2:28][CH2:27][N:26]([C:32](=[O:33])[CH2:31][OH:34])[CH2:25]3)=[C:18]([O:21][CH3:22])[CH:19]=2)[N:14]=[CH:13][N:12]=1. (7) Given the reactants [C:1]([O:5][C:6]([N:8]1[CH2:13][CH2:12][CH:11]([O:14][C:15]2[CH:20]=[C:19]([CH3:21])[C:18](Cl)=[CH:17][C:16]=2[N+:23]([O-:25])=[O:24])[CH2:10][CH2:9]1)=[O:7])([CH3:4])([CH3:3])[CH3:2].[CH3:26][N:27]1[CH:31]=[C:30](B2OC(C)(C)C(C)(C)O2)[CH:29]=[N:28]1.O.[O-]P([O-])([O-])=O.[K+].[K+].[K+], predict the reaction product. The product is: [C:1]([O:5][C:6]([N:8]1[CH2:13][CH2:12][CH:11]([O:14][C:15]2[CH:20]=[C:19]([CH3:21])[C:18]([C:30]3[CH:29]=[N:28][N:27]([CH3:26])[CH:31]=3)=[CH:17][C:16]=2[N+:23]([O-:25])=[O:24])[CH2:10][CH2:9]1)=[O:7])([CH3:4])([CH3:3])[CH3:2]. (8) Given the reactants [C:1]1([C:7]2[N:8]=[CH:9][NH:10][CH:11]=2)[CH:6]=[CH:5][CH:4]=[CH:3][CH:2]=1.CCN(CC)CC.Cl[C:20]([O:22][CH2:23][CH3:24])=[O:21].O, predict the reaction product. The product is: [C:1]1([C:7]2[N:8]=[CH:9][N:10]([C:20]([O:22][CH2:23][CH3:24])=[O:21])[CH:11]=2)[CH:2]=[CH:3][CH:4]=[CH:5][CH:6]=1.